The task is: Predict the reaction yield, written as a fraction of the theoretical maximum amount of product (1.0 means a 100% yield; for example, 0.34 means a 34% yield).. This data is from Reaction yield outcomes from USPTO patents with 853,638 reactions. (1) The reactants are Cl[C:2]1[C:7]([N+:8]([O-:10])=[O:9])=[CH:6][CH:5]=[C:4]([Cl:11])[N:3]=1.[Cu][C:13]#[N:14]. The catalyst is CN1C(=O)CCC1. The product is [Cl:11][C:4]1[N:3]=[C:2]([C:13]#[N:14])[C:7]([N+:8]([O-:10])=[O:9])=[CH:6][CH:5]=1. The yield is 0.440. (2) The reactants are [CH2:1]([O:3][C:4](=[O:22])[C:5]1[CH:10]=[C:9]([CH:11]=[CH:12]N(C)C)[C:8]([N+:16]([O-])=O)=[CH:7][C:6]=1[N+:19]([O-])=O)[CH3:2]. The catalyst is CCO.[Ni]. The product is [CH2:1]([O:3][C:4]([C:5]1[CH:10]=[C:9]2[C:8](=[CH:7][C:6]=1[NH2:19])[NH:16][CH:12]=[CH:11]2)=[O:22])[CH3:2]. The yield is 0.300. (3) The reactants are [NH2:1][C:2]1[CH:23]=[CH:22][C:5]([O:6][C:7]2[CH:8]=[CH:9][C:10]3[N:11]([CH:13]=[C:14]([NH:16][C:17]([CH:19]4[CH2:21][CH2:20]4)=[O:18])[N:15]=3)[CH:12]=2)=[CH:4][CH:3]=1.[CH2:24]([C:26]1[N:31]([C:32]2[CH:37]=[CH:36][C:35]([F:38])=[CH:34][CH:33]=2)[C:30](=[O:39])[C:29]([C:40](O)=[O:41])=[CH:28][CH:27]=1)[CH3:25].C(N(CC)C(C)C)(C)C.CN(C(ON1N=NC2C=CC=NC1=2)=[N+](C)C)C.F[P-](F)(F)(F)(F)F. The catalyst is CN(C)C=O. The product is [CH:19]1([C:17]([NH:16][C:14]2[N:15]=[C:10]3[CH:9]=[CH:8][C:7]([O:6][C:5]4[CH:22]=[CH:23][C:2]([NH:1][C:40]([C:29]5[C:30](=[O:39])[N:31]([C:32]6[CH:33]=[CH:34][C:35]([F:38])=[CH:36][CH:37]=6)[C:26]([CH2:24][CH3:25])=[CH:27][CH:28]=5)=[O:41])=[CH:3][CH:4]=4)=[CH:12][N:11]3[CH:13]=2)=[O:18])[CH2:20][CH2:21]1. The yield is 0.740. (4) The reactants are [OH:1][C:2]1[CH:11]=[C:10]([NH:12][S:13]([C:16]2[CH:17]=[C:18]([C:22]3[CH:27]=[CH:26][CH:25]=[CH:24][C:23]=3[OH:28])[CH:19]=[CH:20][CH:21]=2)(=[O:15])=[O:14])[CH:9]=[CH:8][C:3]=1[C:4]([O:6]C)=[O:5]. The product is [OH:1][C:2]1[CH:11]=[C:10]([NH:12][S:13]([C:16]2[CH:17]=[C:18]([C:22]3[CH:27]=[CH:26][CH:25]=[CH:24][C:23]=3[OH:28])[CH:19]=[CH:20][CH:21]=2)(=[O:15])=[O:14])[CH:9]=[CH:8][C:3]=1[C:4]([OH:6])=[O:5]. The catalyst is [OH-].[Na+]. The yield is 0.630.